From a dataset of Full USPTO retrosynthesis dataset with 1.9M reactions from patents (1976-2016). Predict the reactants needed to synthesize the given product. (1) Given the product [Cl:3][C:11]1[N:12]=[N:13][CH:14]=[C:9]2[C:8]([CH3:22])=[C:7]([CH3:6])[N:16]([CH2:17][C@H:18]3[CH2:20][C@@H:19]3[CH3:21])[C:10]=12, predict the reactants needed to synthesize it. The reactants are: P(Cl)(Cl)([Cl:3])=O.[CH3:6][C:7]1[N:16]([CH2:17][C@H:18]2[CH2:20][C@@H:19]2[CH3:21])[C:10]2[C:11](=O)[NH:12][N:13]=[CH:14][C:9]=2[C:8]=1[CH3:22].[OH-].[Na+]. (2) Given the product [CH2:1]([O:8][C:9]1[CH:28]=[CH:27][C:12]([CH2:13][NH:14][C:15]([C:17]2[CH:18]=[C:19]3[C:24](=[CH:25][CH:26]=2)[N:23]=[CH:22][CH:21]=[CH:20]3)=[N:46][C:45]#[N:44])=[CH:11][CH:10]=1)[C:2]1[CH:7]=[CH:6][CH:5]=[CH:4][CH:3]=1, predict the reactants needed to synthesize it. The reactants are: [CH2:1]([O:8][C:9]1[CH:28]=[CH:27][C:12]([CH2:13][NH:14][C:15]([C:17]2[CH:18]=[C:19]3[C:24](=[CH:25][CH:26]=2)[N:23]=[CH:22][CH:21]=[CH:20]3)=S)=[CH:11][CH:10]=1)[C:2]1[CH:7]=[CH:6][CH:5]=[CH:4][CH:3]=1.C1(C)C=CC=CC=1.C(Br)C1C=CC=CC=1.[N:44]#[C:45][NH2:46]. (3) Given the product [Cl:32][C:6]1[N:5]=[C:4]([Cl:15])[C:3]([C:2]([F:12])([F:11])[F:1])=[CH:8][N:7]=1, predict the reactants needed to synthesize it. The reactants are: [F:1][C:2]([F:12])([F:11])[C:3]1[C:4](=O)[NH:5][C:6](=O)[NH:7][CH:8]=1.P(Cl)(Cl)([Cl:15])=O.P(=O)(O)(O)O.C(N(C(C)C)CC)(C)C.[ClH:32]. (4) Given the product [NH2:10][C:8](=[N:9][C:18](=[O:19])[O:17][C:13]([CH3:16])([CH3:15])[CH3:14])[S:7][CH3:6], predict the reactants needed to synthesize it. The reactants are: S(O)(O)(=O)=O.[CH3:6][S:7][C:8](=[NH:10])[NH2:9].[OH-].[Na+].[C:13]([O:17][C:18](O[C:18]([O:17][C:13]([CH3:16])([CH3:15])[CH3:14])=[O:19])=[O:19])([CH3:16])([CH3:15])[CH3:14].